Dataset: Peptide-MHC class II binding affinity with 134,281 pairs from IEDB. Task: Regression. Given a peptide amino acid sequence and an MHC pseudo amino acid sequence, predict their binding affinity value. This is MHC class II binding data. The peptide sequence is KTGQALVVGIYDEPM. The MHC is DRB1_1101 with pseudo-sequence DRB1_1101. The binding affinity (normalized) is 0.180.